Dataset: NCI-60 drug combinations with 297,098 pairs across 59 cell lines. Task: Regression. Given two drug SMILES strings and cell line genomic features, predict the synergy score measuring deviation from expected non-interaction effect. (1) Drug 1: C1=NC2=C(N=C(N=C2N1C3C(C(C(O3)CO)O)F)Cl)N. Drug 2: CC(C)NC(=O)C1=CC=C(C=C1)CNNC.Cl. Cell line: SR. Synergy scores: CSS=-2.18, Synergy_ZIP=2.50, Synergy_Bliss=1.70, Synergy_Loewe=-0.810, Synergy_HSA=-3.30. (2) Cell line: MDA-MB-231. Drug 2: CS(=O)(=O)OCCCCOS(=O)(=O)C. Synergy scores: CSS=-0.116, Synergy_ZIP=0.339, Synergy_Bliss=-0.00162, Synergy_Loewe=-2.49, Synergy_HSA=-2.32. Drug 1: CCCCCOC(=O)NC1=NC(=O)N(C=C1F)C2C(C(C(O2)C)O)O. (3) Drug 2: C1=NC2=C(N1)C(=S)N=CN2. Drug 1: CN1C(=O)N2C=NC(=C2N=N1)C(=O)N. Cell line: NCIH23. Synergy scores: CSS=37.5, Synergy_ZIP=-7.90, Synergy_Bliss=-2.55, Synergy_Loewe=-4.48, Synergy_HSA=0.0900. (4) Drug 1: C1CCC(C1)C(CC#N)N2C=C(C=N2)C3=C4C=CNC4=NC=N3. Drug 2: C1C(C(OC1N2C=NC3=C2NC=NCC3O)CO)O. Cell line: SF-268. Synergy scores: CSS=1.29, Synergy_ZIP=3.74, Synergy_Bliss=6.39, Synergy_Loewe=3.08, Synergy_HSA=1.91. (5) Drug 1: C1CC(=O)NC(=O)C1N2CC3=C(C2=O)C=CC=C3N. Drug 2: CC1C(C(CC(O1)OC2CC(CC3=C2C(=C4C(=C3O)C(=O)C5=C(C4=O)C(=CC=C5)OC)O)(C(=O)C)O)N)O.Cl. Cell line: OVCAR-8. Synergy scores: CSS=24.9, Synergy_ZIP=-4.88, Synergy_Bliss=-4.58, Synergy_Loewe=-34.4, Synergy_HSA=-4.80.